This data is from Catalyst prediction with 721,799 reactions and 888 catalyst types from USPTO. The task is: Predict which catalyst facilitates the given reaction. Reactant: [CH:1](=O)[CH3:2].[NH2:4][C:5]1[CH:6]=[C:7]([CH:17]=[CH:18][CH:19]=1)[CH2:8][NH:9][C:10](=[O:16])[O:11][C:12]([CH3:15])([CH3:14])[CH3:13].[BH3-]C#N.[Na+].[CH3:24][C:25](O)=O. Product: [CH2:24]([N:4]([CH2:1][CH3:2])[C:5]1[CH:6]=[C:7]([CH:17]=[CH:18][CH:19]=1)[CH2:8][NH:9][C:10](=[O:16])[O:11][C:12]([CH3:15])([CH3:14])[CH3:13])[CH3:25]. The catalyst class is: 144.